Dataset: NCI-60 drug combinations with 297,098 pairs across 59 cell lines. Task: Regression. Given two drug SMILES strings and cell line genomic features, predict the synergy score measuring deviation from expected non-interaction effect. (1) Drug 1: CCCS(=O)(=O)NC1=C(C(=C(C=C1)F)C(=O)C2=CNC3=C2C=C(C=N3)C4=CC=C(C=C4)Cl)F. Drug 2: CN(C(=O)NC(C=O)C(C(C(CO)O)O)O)N=O. Cell line: HT29. Synergy scores: CSS=42.4, Synergy_ZIP=-0.630, Synergy_Bliss=-3.01, Synergy_Loewe=-15.9, Synergy_HSA=-1.96. (2) Drug 1: CC1C(C(CC(O1)OC2CC(CC3=C2C(=C4C(=C3O)C(=O)C5=C(C4=O)C(=CC=C5)OC)O)(C(=O)CO)O)N)O.Cl. Drug 2: CC(C)CN1C=NC2=C1C3=CC=CC=C3N=C2N. Cell line: SW-620. Synergy scores: CSS=41.6, Synergy_ZIP=-0.646, Synergy_Bliss=-4.05, Synergy_Loewe=-6.72, Synergy_HSA=-5.74. (3) Drug 1: CC(CN1CC(=O)NC(=O)C1)N2CC(=O)NC(=O)C2. Drug 2: C1CCC(CC1)NC(=O)N(CCCl)N=O. Cell line: NCI-H460. Synergy scores: CSS=47.6, Synergy_ZIP=0.406, Synergy_Bliss=1.01, Synergy_Loewe=-4.03, Synergy_HSA=4.06. (4) Drug 1: C1=CC(=CC=C1CC(C(=O)O)N)N(CCCl)CCCl.Cl. Drug 2: CC1=C2C(C(=O)C3(C(CC4C(C3C(C(C2(C)C)(CC1OC(=O)C(C(C5=CC=CC=C5)NC(=O)OC(C)(C)C)O)O)OC(=O)C6=CC=CC=C6)(CO4)OC(=O)C)O)C)O. Cell line: OVCAR-8. Synergy scores: CSS=31.4, Synergy_ZIP=-4.23, Synergy_Bliss=-3.55, Synergy_Loewe=-25.0, Synergy_HSA=-4.60.